This data is from Reaction yield outcomes from USPTO patents with 853,638 reactions. The task is: Predict the reaction yield, written as a fraction of the theoretical maximum amount of product (1.0 means a 100% yield; for example, 0.34 means a 34% yield). (1) The reactants are C(OC([NH:8][C@H:9]([C:11]([NH:13][CH:14]1[N:20]=[C:19]([C:21]2[CH:26]=[CH:25][CH:24]=[CH:23][CH:22]=2)[C:18]2[CH:27]=[CH:28][CH:29]=[CH:30][C:17]=2[N:16]([CH2:31][CH2:32][CH2:33][C:34]([F:37])([F:36])[F:35])[C:15]1=[O:38])=[O:12])[CH3:10])=O)(C)(C)C.C(O)(C(F)(F)F)=O.C(Cl)Cl. No catalyst specified. The product is [NH2:8][C@H:9]([C:11]([NH:13][CH:14]1[N:20]=[C:19]([C:21]2[CH:26]=[CH:25][CH:24]=[CH:23][CH:22]=2)[C:18]2[CH:27]=[CH:28][CH:29]=[CH:30][C:17]=2[N:16]([CH2:31][CH2:32][CH2:33][C:34]([F:37])([F:35])[F:36])[C:15]1=[O:38])=[O:12])[CH3:10]. The yield is 0.680. (2) The reactants are [CH:1]1([NH:7][C:8]2[CH:13]=[CH:12][C:11]([C:14]3[O:15][C:16]4[CH:22]=[CH:21][CH:20]=[CH:19][C:17]=4[N:18]=3)=[CH:10][C:9]=2[N+:23]([O-])=O)[CH2:6][CH2:5][CH2:4][CH2:3][CH2:2]1.[H][H].[CH:28](=O)[CH3:29].CN(C)C=O.OOS([O-])=O.[K+].C(=O)([O-])[O-].[K+].[K+]. The catalyst is O.[C].[Pd].O1CCCC1. The product is [O:15]1[C:16]2[CH:22]=[CH:21][CH:20]=[CH:19][C:17]=2[N:18]=[C:14]1[C:11]1[CH:12]=[CH:13][C:8]2[N:7]([CH:1]3[CH2:6][CH2:5][CH2:4][CH2:3][CH2:2]3)[C:28]([CH3:29])=[N:23][C:9]=2[CH:10]=1. The yield is 0.140. (3) The reactants are [Br:1][C:2]1[CH:3]=[CH:4][C:5]2[O:14][CH2:13][CH2:12][C:11]3[S:10][C:9]([C:15]([NH2:17])=O)=[N:8][C:7]=3[C:6]=2[CH:18]=1.[CH3:19]OC(OC)N(C)C.CC(O)=O.Cl.[F:32][C:33]1[CH:38]=[C:37]([F:39])[CH:36]=[CH:35][C:34]=1[NH:40][NH2:41]. The catalyst is C1(C)C=CC=CC=1.O. The product is [Br:1][C:2]1[CH:3]=[CH:4][C:5]2[O:14][CH2:13][CH2:12][C:11]3[S:10][C:9]([C:15]4[N:40]([C:34]5[CH:35]=[CH:36][C:37]([F:39])=[CH:38][C:33]=5[F:32])[N:41]=[CH:19][N:17]=4)=[N:8][C:7]=3[C:6]=2[CH:18]=1. The yield is 0.310. (4) The reactants are S(C1C=CC(C)=CC=1)(O)(=O)=O.[C@@H:12]1([NH2:19])[CH2:17][CH2:16][CH2:15][CH2:14][C@H:13]1[NH2:18].[CH3:20][O:21][C:22]1[CH:23]=[C:24]([CH:28]([C:32]2[CH:37]=[CH:36][CH:35]=[CH:34][N:33]=2)[CH2:29][C:30]#N)[CH:25]=[CH:26][CH:27]=1. No catalyst specified. The product is [CH3:20][O:21][C:22]1[CH:23]=[C:24]([CH:28]([C:32]2[CH:37]=[CH:36][CH:35]=[CH:34][N:33]=2)[CH2:29][C:30]2[NH:19][CH:12]3[CH2:17][CH2:16][CH2:15][CH2:14][CH:13]3[N:18]=2)[CH:25]=[CH:26][CH:27]=1. The yield is 0.800.